Dataset: Catalyst prediction with 721,799 reactions and 888 catalyst types from USPTO. Task: Predict which catalyst facilitates the given reaction. (1) Reactant: [S:1]1[C:5]2[CH:6]=[CH:7][CH:8]=[CH:9][C:4]=2[N:3]=[C:2]1[NH:10][CH2:11][CH2:12][NH:13][C:14](=[O:30])[C@@H:15]([NH:22]C(=O)OC(C)(C)C)[CH2:16][C:17]1[S:18][CH:19]=[CH:20][CH:21]=1.[ClH:31]. Product: [ClH:31].[NH2:22][C@@H:15]([CH2:16][C:17]1[S:18][CH:19]=[CH:20][CH:21]=1)[C:14]([NH:13][CH2:12][CH2:11][NH:10][C:2]1[S:1][C:5]2[CH:6]=[CH:7][CH:8]=[CH:9][C:4]=2[N:3]=1)=[O:30]. The catalyst class is: 12. (2) Reactant: C(OC1C=CC(C(OC2C=CC([CH2:22][CH:23]([NH:31][C:32](=[O:41])[C:33]3[CH:38]=[CH:37][C:36]([O:39][CH3:40])=[CH:35][CH:34]=3)[C:24]([O:26]C(C)(C)C)=[O:25])=CC=2OC)=O)=CC=1)CCCCCC.C(O)(C(F)(F)F)=O. Product: [CH3:40][O:39][C:36]1[CH:35]=[CH:34][C:33]([C:32]([NH:31][CH:23]([CH3:22])[C:24]([OH:26])=[O:25])=[O:41])=[CH:38][CH:37]=1. The catalyst class is: 2. (3) Reactant: [Br:1][C:2]1[C:3]([O:13][CH3:14])=[C:4]([CH:8]=[C:9]([O:11][CH3:12])[CH:10]=1)[C:5]([NH2:7])=O.P(Cl)(Cl)(Cl)=O. Product: [Br:1][C:2]1[C:3]([O:13][CH3:14])=[C:4]([CH:8]=[C:9]([O:11][CH3:12])[CH:10]=1)[C:5]#[N:7]. The catalyst class is: 1. (4) Reactant: [F:1][C:2]1[CH:3]=[C:4]([NH:8][C:9]2[N:18]=[CH:17][CH:16]=[CH:15][C:10]=2[C:11]([O:13]C)=[O:12])[CH:5]=[CH:6][CH:7]=1.[OH-].[K+]. Product: [F:1][C:2]1[CH:3]=[C:4]([NH:8][C:9]2[N:18]=[CH:17][CH:16]=[CH:15][C:10]=2[C:11]([OH:13])=[O:12])[CH:5]=[CH:6][CH:7]=1. The catalyst class is: 24. (5) Reactant: Cl[C:2]1[CH:11]=[C:10]2[C:5]([CH:6]=[CH:7][CH:8]=[N:9]2)=[CH:4][C:3]=1[N+:12]([O-:14])=[O:13].C(=O)([O-])[O-].[K+].[K+].[C:21]([O:25][C:26](=[O:35])[NH:27][CH2:28][CH:29]1[CH2:34][CH2:33][NH:32][CH2:31][CH2:30]1)([CH3:24])([CH3:23])[CH3:22]. Product: [C:21]([O:25][C:26](=[O:35])[NH:27][CH2:28][CH:29]1[CH2:30][CH2:31][N:32]([C:2]2[CH:11]=[C:10]3[C:5]([CH:6]=[CH:7][CH:8]=[N:9]3)=[CH:4][C:3]=2[N+:12]([O-:14])=[O:13])[CH2:33][CH2:34]1)([CH3:24])([CH3:22])[CH3:23]. The catalyst class is: 9. (6) Reactant: [CH3:1][N:2]([CH3:33])[CH2:3][CH2:4][NH:5][C:6]([C:8]1[CH:32]=[CH:31][C:11]2[C:12](=[O:30])[NH:13][C:14]3[C:19]([C:10]=2[CH:9]=1)=[C:18]([NH:20][C:21]1[CH:25]=[CH:24][N:23]([CH2:26][C:27](O)=[O:28])[N:22]=1)[CH:17]=[CH:16][N:15]=3)=[O:7].CCN(C(C)C)C(C)C.C1N(P(Cl)(N2C(=O)OCC2)=O)C(=O)OC1.[F:58][C:59]1[CH:60]=[C:61]([CH:63]=[CH:64][CH:65]=1)[NH2:62]. Product: [CH3:1][N:2]([CH3:33])[CH2:3][CH2:4][NH:5][C:6]([C:8]1[CH:32]=[CH:31][C:11]2[C:12](=[O:30])[NH:13][C:14]3[C:19]([C:10]=2[CH:9]=1)=[C:18]([NH:20][C:21]1[CH:25]=[CH:24][N:23]([CH2:26][C:27]([NH:62][C:61]2[CH:63]=[CH:64][CH:65]=[C:59]([F:58])[CH:60]=2)=[O:28])[N:22]=1)[CH:17]=[CH:16][N:15]=3)=[O:7]. The catalyst class is: 2.